This data is from Reaction yield outcomes from USPTO patents with 853,638 reactions. The task is: Predict the reaction yield, written as a fraction of the theoretical maximum amount of product (1.0 means a 100% yield; for example, 0.34 means a 34% yield). The reactants are C(OC(=O)[NH:7][CH:8]([C:28](=[O:32])[N:29]([CH3:31])[CH3:30])[C:9]1[CH:14]=[CH:13][C:12]([O:15][C:16]2[CH:21]=[CH:20][C:19]([CH2:22][CH2:23][C:24](=[O:27])[NH:25][OH:26])=[CH:18][CH:17]=2)=[CH:11][CH:10]=1)(C)(C)C.C(Cl)[Cl:35]. No catalyst specified. The product is [ClH:35].[NH2:7][CH:8]([C:28](=[O:32])[N:29]([CH3:30])[CH3:31])[C:9]1[CH:10]=[CH:11][C:12]([O:15][C:16]2[CH:17]=[CH:18][C:19]([CH2:22][CH2:23][C:24]([NH:25][OH:26])=[O:27])=[CH:20][CH:21]=2)=[CH:13][CH:14]=1. The yield is 0.920.